This data is from Full USPTO retrosynthesis dataset with 1.9M reactions from patents (1976-2016). The task is: Predict the reactants needed to synthesize the given product. (1) Given the product [CH3:13][C:8]1([C:11]#[N:12])[CH2:9][CH2:10][C:5]2([O:4][CH2:3][CH2:2][O:1]2)[CH2:6][CH2:7]1, predict the reactants needed to synthesize it. The reactants are: [O:1]1[C:5]2([CH2:10][CH2:9][CH:8]([C:11]#[N:12])[CH2:7][CH2:6]2)[O:4][CH2:3][CH2:2]1.[CH3:13]I.[Cl-].[NH4+]. (2) Given the product [CH2:1]([O:4][C:5]1[CH:14]=[C:13]2[C:8]([N:9]=[CH:10][C:11]([O:15][CH2:16][CH2:17][N:18]3[CH2:23][CH2:22][CH:21]([NH:24][C:25]([C:27]4[CH:28]=[CH:29][C:30]5[S:35][CH2:34][C:33](=[O:36])[NH:32][C:31]=5[CH:37]=4)=[O:26])[CH2:20][CH2:19]3)=[N:12]2)=[CH:7][CH:6]=1)[CH3:2], predict the reactants needed to synthesize it. The reactants are: [CH2:1](Br)[CH3:2].[OH:4][C:5]1[CH:14]=[C:13]2[C:8]([N:9]=[CH:10][C:11]([O:15][CH2:16][CH2:17][N:18]3[CH2:23][CH2:22][CH:21]([NH:24][C:25]([C:27]4[CH:28]=[CH:29][C:30]5[S:35][CH2:34][C:33](=[O:36])[NH:32][C:31]=5[CH:37]=4)=[O:26])[CH2:20][CH2:19]3)=[N:12]2)=[CH:7][CH:6]=1.C(=O)([O-])[O-].[K+].[K+]. (3) The reactants are: [F-:1].[K+].[N+]([C:6]1[CH:19]=[C:18]([N+:20]([O-:22])=[O:21])[CH:17]=[CH:16][C:7]=1[C:8]([NH:10][C@@H:11]([CH3:15])[C:12]([OH:14])=[O:13])=[O:9])([O-])=O.C1OCCOCCOCCOCCOCCOC1. Given the product [F:1][C:6]1[CH:19]=[C:18]([N+:20]([O-:22])=[O:21])[CH:17]=[CH:16][C:7]=1[C:8]([NH:10][C@@H:11]([CH3:15])[C:12]([OH:14])=[O:13])=[O:9], predict the reactants needed to synthesize it.